The task is: Predict the product of the given reaction.. This data is from Forward reaction prediction with 1.9M reactions from USPTO patents (1976-2016). (1) The product is: [CH2:20]([O:22][C:23](=[O:33])/[CH:24]=[CH:25]/[C:26]1[CH:27]=[CH:28][C:29]([NH:32][C:15]([C:9]2([NH:8][C:6]([O:5][CH2:4][CH2:3][Si:2]([CH3:1])([CH3:19])[CH3:18])=[O:7])[CH2:10][O:11][CH2:12][O:13][CH2:14]2)=[O:17])=[CH:30][CH:31]=1)[CH3:21]. Given the reactants [CH3:1][Si:2]([CH3:19])([CH3:18])[CH2:3][CH2:4][O:5][C:6]([NH:8][C:9]1([C:15]([OH:17])=O)[CH2:14][O:13][CH2:12][O:11][CH2:10]1)=[O:7].[CH2:20]([O:22][C:23](=[O:33])[CH:24]=[CH:25][C:26]1[CH:31]=[CH:30][C:29]([NH2:32])=[CH:28][CH:27]=1)[CH3:21].CN(C(ON1N=NC2C=CC=NC1=2)=[N+](C)C)C.F[P-](F)(F)(F)(F)F.C1C=NC2N(O)N=NC=2C=1.N1C(C)=CC(C)=CC=1C, predict the reaction product. (2) Given the reactants [CH3:1][O:2][C:3](=[O:25])[CH2:4][C:5]1[C:14]([CH3:15])=[C:13](OS(C(F)(F)F)(=O)=O)[C:12]2[C:7](=[CH:8][CH:9]=[C:10]([Cl:24])[CH:11]=2)[CH:6]=1.C1(P(C2C=CC=CC=2)C2C=CC=CC=2)C=CC=CC=1.[CH:45]([N:48]([CH2:61][C:62]1[CH:67]=[CH:66][C:65]([O:68][CH3:69])=[CH:64][CH:63]=1)[S:49]([C:52]1[CH:57]=[CH:56][C:55](B(O)O)=[CH:54][CH:53]=1)(=[O:51])=[O:50])([CH3:47])[CH3:46].C(=O)([O-])[O-].[Na+].[Na+], predict the reaction product. The product is: [CH3:1][O:2][C:3](=[O:25])[CH2:4][C:5]1[C:14]([CH3:15])=[C:13]([C:55]2[CH:54]=[CH:53][C:52]([S:49](=[O:50])(=[O:51])[N:48]([CH:45]([CH3:46])[CH3:47])[CH2:61][C:62]3[CH:63]=[CH:64][C:65]([O:68][CH3:69])=[CH:66][CH:67]=3)=[CH:57][CH:56]=2)[C:12]2[C:7](=[CH:8][CH:9]=[C:10]([Cl:24])[CH:11]=2)[CH:6]=1. (3) Given the reactants Br[C:2]1[CH:11]=[CH:10][C:9]2[CH2:8][CH2:7][CH2:6][CH2:5][C:4]=2[N:3]=1.[F:12][C:13]1[CH:18]=[CH:17][CH:16]=[CH:15][C:14]=1B(O)O, predict the reaction product. The product is: [F:12][C:13]1[CH:18]=[CH:17][CH:16]=[CH:15][C:14]=1[C:2]1[CH:11]=[CH:10][C:9]2[CH2:8][CH2:7][CH2:6][CH2:5][C:4]=2[N:3]=1. (4) Given the reactants [CH3:1][N:2]1[C:6]2[CH:7]=[CH:8][CH:9]=[C:10]([NH2:11])[C:5]=2[N:4]=[CH:3]1.[CH2:12]([O:14][C:15]1[CH:20]=[CH:19][N:18]=[CH:17][C:16]=1[N:21]=[C:22]=[S:23])[CH3:13], predict the reaction product. The product is: [CH2:12]([O:14][C:15]1[CH:20]=[CH:19][N:18]=[CH:17][C:16]=1[NH:21][C:22]([NH:11][C:10]1[C:5]2[N:4]=[CH:3][N:2]([CH3:1])[C:6]=2[CH:7]=[CH:8][CH:9]=1)=[S:23])[CH3:13].